This data is from Peptide-MHC class II binding affinity with 134,281 pairs from IEDB. The task is: Regression. Given a peptide amino acid sequence and an MHC pseudo amino acid sequence, predict their binding affinity value. This is MHC class II binding data. (1) The peptide sequence is SKGDSARVTVKDVTF. The MHC is DRB3_0202 with pseudo-sequence DRB3_0202. The binding affinity (normalized) is 0.175. (2) The peptide sequence is PYGATISATPEWATP. The MHC is HLA-DPA10301-DPB10402 with pseudo-sequence HLA-DPA10301-DPB10402. The binding affinity (normalized) is 0.232. (3) The peptide sequence is YVDEHLMCEIEGHHL. The MHC is HLA-DPA10201-DPB10101 with pseudo-sequence HLA-DPA10201-DPB10101. The binding affinity (normalized) is 0.215.